From a dataset of Catalyst prediction with 721,799 reactions and 888 catalyst types from USPTO. Predict which catalyst facilitates the given reaction. Reactant: [CH3:1][O:2][C:3]1[CH:8]=[CH:7][C:6]([NH:9][C:10]([C:12]2[CH:17]=[CH:16][C:15]([C:18]3[CH:23]=[CH:22][CH:21]=[CH:20][CH:19]=3)=[CH:14][CH:13]=2)=[O:11])=[CH:5][C:4]=1[N+:24]([O-])=O. Product: [NH2:24][C:4]1[CH:5]=[C:6]([NH:9][C:10]([C:12]2[CH:17]=[CH:16][C:15]([C:18]3[CH:23]=[CH:22][CH:21]=[CH:20][CH:19]=3)=[CH:14][CH:13]=2)=[O:11])[CH:7]=[CH:8][C:3]=1[O:2][CH3:1]. The catalyst class is: 791.